Dataset: Catalyst prediction with 721,799 reactions and 888 catalyst types from USPTO. Task: Predict which catalyst facilitates the given reaction. (1) Reactant: [CH3:1][O:2][C:3]1[C:12]2[C:7](=[CH:8][CH:9]=[CH:10][CH:11]=2)[C:6]([O:13][CH3:14])=[CH:5][C:4]=1/[CH:15]=[C:16](\[CH3:22])/[C:17]([O:19]CC)=[O:18].[OH-].[K+]. Product: [CH3:1][O:2][C:3]1[C:12]2[C:7](=[CH:8][CH:9]=[CH:10][CH:11]=2)[C:6]([O:13][CH3:14])=[CH:5][C:4]=1/[CH:15]=[C:16](\[CH3:22])/[C:17]([OH:19])=[O:18]. The catalyst class is: 14. (2) Reactant: [CH3:1][O:2][C:3]1[CH:22]=[CH:21][C:6]2[C:7]3([C:17](F)(F)F)[CH2:15][CH2:14][C:13](=[O:16])[CH:12]=[C:8]3[CH2:9][CH2:10][CH2:11][C:5]=2[CH:4]=1.N[CH:24](C(O)=O)CCSC.[CH3:32]S(O)(=O)=O. Product: [CH2:17]([C@:7]12[CH2:15][CH2:14][C:13](=[O:16])[CH:12]=[C:8]1[CH2:9][CH2:10][CH2:11][C:5]1[CH:4]=[C:3]([O:2][CH3:1])[CH:22]=[CH:21][C:6]=12)[CH3:24].[CH2:17]([C@@:7]12[CH2:15][CH2:14][C:13](=[O:16])[CH:12]=[C:8]1[CH2:9][CH2:10][CH2:11][C:5]1[CH:4]=[C:3]([O:2][CH3:1])[CH:22]=[CH:21][C:6]=12)[CH3:32]. The catalyst class is: 2. (3) The catalyst class is: 11. Product: [CH3:24][C:23]([C:20]1[CH:21]=[CH:22][C:17]([C:14]([O:13][CH:7]=[CH2:8])([CH3:16])[CH3:15])=[CH:18][CH:19]=1)([O:25][CH:26]=[CH2:27])[CH3:28]. Reactant: C(=O)([O-])[O-].[Na+].[Na+].[C:7](OC=C)(=O)[CH3:8].[OH:13][C:14]([C:17]1[CH:22]=[CH:21][C:20]([C:23]([CH3:28])([O:25][CH:26]=[CH2:27])[CH3:24])=[CH:19][CH:18]=1)([CH3:16])[CH3:15].